From a dataset of CYP2D6 inhibition data for predicting drug metabolism from PubChem BioAssay. Regression/Classification. Given a drug SMILES string, predict its absorption, distribution, metabolism, or excretion properties. Task type varies by dataset: regression for continuous measurements (e.g., permeability, clearance, half-life) or binary classification for categorical outcomes (e.g., BBB penetration, CYP inhibition). Dataset: cyp2d6_veith. (1) The drug is CCCC/C=C/C(NC(=O)c1ccccc1)c1ccccc1. The result is 0 (non-inhibitor). (2) The drug is Cc1cccc(CNc2ccnc(-c3ccc(N(C)C)cc3)n2)c1. The result is 1 (inhibitor). (3) The drug is CCOC(=O)c1[nH]c2ccc(Cl)cc2c1-c1ccccc1. The result is 0 (non-inhibitor). (4) The molecule is O=S(=O)(O)c1ccc(NN(c2c(O)ccc3ccccc23)S(=O)(=O)O)cc1. The result is 0 (non-inhibitor). (5) The drug is C[C@@H](CCc1ccccc1)N[C@@H](C)[C@H](O)c1ccc(O)cc1. The result is 1 (inhibitor). (6) The result is 0 (non-inhibitor). The compound is CCn1c(CCNC(=O)c2ccccc2Cl)n[nH]c1=S. (7) The drug is CCOC(=O)CCN1C(=O)[C@H]2CC[C@@H]3/C(=N\O[C@@H]4O[C@@H](COC(C)=O)[C@@H](OC(C)=O)[C@@H](OC(C)=O)[C@H]4OC(C)=O)C[C@@H](O)[C@@H](O)[C@@H]3[C@@H]2C1=O. The result is 1 (inhibitor). (8) The compound is COc1ccccc1C(OC(=O)c1cccs1)C(=O)NCC1CCCO1. The result is 0 (non-inhibitor). (9) The molecule is CN(Cc1ccco1)c1cc(-c2cccnc2)ncn1. The result is 0 (non-inhibitor).